From a dataset of Peptide-MHC class I binding affinity with 185,985 pairs from IEDB/IMGT. Regression. Given a peptide amino acid sequence and an MHC pseudo amino acid sequence, predict their binding affinity value. This is MHC class I binding data. (1) The MHC is HLA-A69:01 with pseudo-sequence HLA-A69:01. The binding affinity (normalized) is 0.0847. The peptide sequence is LQSLENVAY. (2) The peptide sequence is YFYYNAFHWAI. The MHC is HLA-B51:01 with pseudo-sequence HLA-B51:01. The binding affinity (normalized) is 0.0847. (3) The peptide sequence is KIFLHFSIL. The MHC is HLA-A01:01 with pseudo-sequence HLA-A01:01. The binding affinity (normalized) is 0.0847. (4) The peptide sequence is MACHRVLTY. The MHC is HLA-A69:01 with pseudo-sequence HLA-A69:01. The binding affinity (normalized) is 0.0847. (5) The peptide sequence is ESENISEPY. The MHC is HLA-A02:03 with pseudo-sequence HLA-A02:03. The binding affinity (normalized) is 0.0847.